Dataset: Full USPTO retrosynthesis dataset with 1.9M reactions from patents (1976-2016). Task: Predict the reactants needed to synthesize the given product. (1) Given the product [CH3:1][O:2][C:3]1[C:11]2[N:10]=[N:9][NH:8][C:7]=2[CH:6]=[CH:5][C:4]=1[C:12](=[O:14])[CH2:31][C:30]([O:29][CH2:27][CH3:28])=[O:35], predict the reactants needed to synthesize it. The reactants are: [CH3:1][O:2][C:3]1[C:11]2[N:10]=[N:9][NH:8][C:7]=2[CH:6]=[CH:5][C:4]=1[C:12]([OH:14])=O.C(N1C=CN=C1)(N1C=CN=C1)=O.[CH2:27]([O:29][C:30](=[O:35])[CH2:31]C(O)=O)[CH3:28].CCN(CC)CC.[Mg+2].[Cl-].[Cl-].C(OC(=O)CC([O-])=O)C.[K+]. (2) Given the product [OH:37][CH2:36]/[C:35](=[N:15]\[NH:14][C:12](=[O:13])[CH2:11][CH2:10][S:9][S:8][C:3]1[CH:4]=[CH:5][CH:6]=[CH:7][N:2]=1)/[C@@:32]1([OH:39])[CH2:31][C@H:30]([O:40][C@@H:41]2[O:55][C@@H:54]([CH3:56])[C@H:44]3[O:45][C@H:46]4[N:51]([C@H:43]3[CH2:42]2)[CH2:50][CH2:49][O:48][C@@H:47]4[O:52][CH3:53])[C:29]2[C:34](=[C:17]([OH:16])[C:18]3[C:19](=[O:61])[C:20]4[C:25]([C:26](=[O:58])[C:27]=3[C:28]=2[OH:57])=[C:24]([O:59][CH3:60])[CH:23]=[CH:22][CH:21]=4)[CH2:33]1, predict the reactants needed to synthesize it. The reactants are: Cl.[N:2]1[CH:7]=[CH:6][CH:5]=[CH:4][C:3]=1[S:8][S:9][CH2:10][CH2:11][C:12]([NH:14][NH2:15])=[O:13].[OH:16][C:17]1[C:34]2[CH2:33][C@@:32]([OH:39])([C:35](=O)[CH2:36][OH:37])[CH2:31][C@H:30]([O:40][C@@H:41]3[O:55][C@@H:54]([CH3:56])[C@H:44]4[O:45][C@H:46]5[N:51]([C@H:43]4[CH2:42]3)[CH2:50][CH2:49][O:48][C@@H:47]5[O:52][CH3:53])[C:29]=2[C:28]([OH:57])=[C:27]2[C:18]=1[C:19](=[O:61])[C:20]1[CH:21]=[CH:22][CH:23]=[C:24]([O:59][CH3:60])[C:25]=1[C:26]2=[O:58]. (3) The reactants are: C([N:8]1[C@@H:13]([CH3:14])[CH2:12][C:11](=[O:15])[CH2:10][C@@H:9]1[CH3:16])C1C=CC=CC=1. Given the product [CH3:16][C@H:9]1[CH2:10][C:11](=[O:15])[CH2:12][C@H:13]([CH3:14])[NH:8]1, predict the reactants needed to synthesize it.